This data is from Full USPTO retrosynthesis dataset with 1.9M reactions from patents (1976-2016). The task is: Predict the reactants needed to synthesize the given product. (1) Given the product [N+:8]([C:3]1[CH:4]=[CH:5][CH:6]=[CH:7][C:2]=1[N:21]1[CH2:22][CH2:23][CH2:24][C@H:19]([NH:18][C:11](=[O:12])[O:13][C:14]([CH3:16])([CH3:15])[CH3:17])[CH2:20]1)([O-:10])=[O:9], predict the reactants needed to synthesize it. The reactants are: F[C:2]1[CH:7]=[CH:6][CH:5]=[CH:4][C:3]=1[N+:8]([O-:10])=[O:9].[C:11]([NH:18][C@H:19]1[CH2:24][CH2:23][CH2:22][NH:21][CH2:20]1)([O:13][C:14]([CH3:17])([CH3:16])[CH3:15])=[O:12].CCN(C(C)C)C(C)C. (2) Given the product [C:1]([O:4][C:13]1[C:21]2[CH:20]=[C:19]([CH3:22])[O:18][C:17]=2[CH:16]=[C:11]([C:9]([O:8][CH2:6][CH3:7])=[O:10])[CH:12]=1)(=[O:3])[CH3:2], predict the reactants needed to synthesize it. The reactants are: [C:1]([O-:4])(=[O:3])[CH3:2].[Na+].[CH2:6]([O:8][C:9]([C:11](=[CH:16][C:17]1[O:18][C:19]([CH3:22])=[CH:20][CH:21]=1)[CH2:12][C:13](O)=O)=[O:10])[CH3:7]. (3) Given the product [C:24]([C:23]([C:20]1[CH:19]=[CH:18][C:17]([N+:14]([O-:16])=[O:15])=[CH:22][CH:21]=1)([CH2:8][C:3]1[CH:4]=[CH:5][CH:6]=[CH:7][N:2]=1)[C:26]([NH2:27])=[O:32])#[N:25], predict the reactants needed to synthesize it. The reactants are: Cl.[N:2]1[CH:7]=[CH:6][CH:5]=[CH:4][C:3]=1[CH2:8]Cl.[H-].[Na+].[H][H].[N+:14]([C:17]1[CH:22]=[CH:21][C:20]([CH:23]([C:26]#[N:27])[C:24]#[N:25])=[CH:19][CH:18]=1)([O-:16])=[O:15].CN(C=[O:32])C. (4) Given the product [Cl:8][C:9]1[CH:14]=[C:13]([O:15][C:16]2[C:25]3[C:20](=[CH:21][C:22]([O:28][CH3:29])=[C:23]([O:26][CH3:27])[CH:24]=3)[N:19]=[CH:18][N:17]=2)[CH:12]=[CH:11][C:10]=1[N:30]([CH2:42][CH3:43])[C:31](=[O:41])[O:32][CH2:33][C:34]1[CH:39]=[CH:38][CH:37]=[CH:36][C:35]=1[Cl:40], predict the reactants needed to synthesize it. The reactants are: CN(C)C=O.[H-].[Na+].[Cl:8][C:9]1[CH:14]=[C:13]([O:15][C:16]2[C:25]3[C:20](=[CH:21][C:22]([O:28][CH3:29])=[C:23]([O:26][CH3:27])[CH:24]=3)[N:19]=[CH:18][N:17]=2)[CH:12]=[CH:11][C:10]=1[NH:30][C:31](=[O:41])[O:32][CH2:33][C:34]1[CH:39]=[CH:38][CH:37]=[CH:36][C:35]=1[Cl:40].[CH2:42](I)[CH3:43]. (5) The reactants are: [CH2:1]([N:5]1[C:10]([O:11][C:12]2[CH:17]=[C:16]([CH3:18])[CH:15]=[C:14]([CH3:19])[CH:13]=2)=[C:9]([CH:20]([CH3:22])[CH3:21])[C:8](=[O:23])[NH:7][C:6]1=[O:24])[C:2]#[C:3][CH3:4]. Given the product [CH2:1]([N:5]1[C:10]([O:11][C:12]2[CH:13]=[C:14]([CH3:19])[CH:15]=[C:16]([CH3:18])[CH:17]=2)=[C:9]([CH:20]([CH3:21])[CH3:22])[C:8](=[O:23])[NH:7][C:6]1=[O:24])[CH:2]=[CH:3][CH3:4], predict the reactants needed to synthesize it. (6) Given the product [I:3][C:4]1[CH:5]=[N:6][N:7]([CH:10]([CH3:12])[CH3:11])[CH:8]=1, predict the reactants needed to synthesize it. The reactants are: [H-].[Na+].[I:3][C:4]1[CH:5]=[N:6][NH:7][CH:8]=1.Br[CH:10]([CH3:12])[CH3:11].O.